This data is from Catalyst prediction with 721,799 reactions and 888 catalyst types from USPTO. The task is: Predict which catalyst facilitates the given reaction. (1) Reactant: [OH:1][C:2]1[CH:10]=[CH:9][C:8]([C:11]2[N:12]([C:27]([O:29][C:30]([CH3:33])([CH3:32])[CH3:31])=[O:28])[C:13]3[C:18]([CH:19]=2)=[CH:17][C:16]([CH2:20][N:21]2[CH2:26][CH2:25][CH2:24][CH2:23][CH2:22]2)=[CH:15][CH:14]=3)=[C:7]2[C:3]=1[CH2:4][NH:5][C:6]2=[O:34].C(N(CC)CC)C.[C:42]1([CH2:48][S:49](Cl)(=[O:51])=[O:50])[CH:47]=[CH:46][CH:45]=[CH:44][CH:43]=1. The catalyst class is: 4. Product: [C:42]1([CH2:48][S:49]([O:1][C:2]2[CH:10]=[CH:9][C:8]([C:11]3[N:12]([C:27]([O:29][C:30]([CH3:31])([CH3:33])[CH3:32])=[O:28])[C:13]4[C:18]([CH:19]=3)=[CH:17][C:16]([CH2:20][N:21]3[CH2:26][CH2:25][CH2:24][CH2:23][CH2:22]3)=[CH:15][CH:14]=4)=[C:7]3[C:3]=2[CH2:4][NH:5][C:6]3=[O:34])(=[O:51])=[O:50])[CH:47]=[CH:46][CH:45]=[CH:44][CH:43]=1. (2) The catalyst class is: 29. Reactant: [CH:1]([C:3]1[CH:4]=[C:5]([CH:30]=[C:31]([C:33]([F:36])([F:35])[F:34])[CH:32]=1)[C:6]([NH:8][C:9]1[CH:14]=[CH:13][C:12]([CH3:15])=[C:11]([C:16]2[CH:21]=[C:20]([N:22]3[CH2:27][CH2:26][O:25][CH2:24][CH2:23]3)[C:19](=[O:28])[N:18]([CH3:29])[CH:17]=2)[CH:10]=1)=[O:7])=[O:2].[CH3:37][NH2:38].C(O)(C(F)(F)F)=O. Product: [CH3:15][C:12]1[CH:13]=[CH:14][C:9]([NH:8][C:6](=[O:7])[C:5]2[CH:30]=[C:31]([C:33]([F:36])([F:34])[F:35])[CH:32]=[C:3]([CH2:1][NH:38][CH3:37])[CH:4]=2)=[CH:10][C:11]=1[C:16]1[CH:21]=[C:20]([N:22]2[CH2:27][CH2:26][O:25][CH2:24][CH2:23]2)[C:19](=[O:28])[N:18]([CH3:29])[CH:17]=1.[OH:2][CH2:1][C:3]1[CH:4]=[C:5]([CH:30]=[C:31]([C:33]([F:34])([F:36])[F:35])[CH:32]=1)[C:6]([NH:8][C:9]1[CH:14]=[CH:13][C:12]([CH3:15])=[C:11]([C:16]2[CH:21]=[C:20]([N:22]3[CH2:23][CH2:24][O:25][CH2:26][CH2:27]3)[C:19](=[O:28])[N:18]([CH3:29])[CH:17]=2)[CH:10]=1)=[O:7]. (3) Reactant: [C:1](OC(=O)C)(=[O:3])[CH3:2].[NH2:8][C:9]1[CH:14]=[CH:13][C:12]([C:15]2([C:20]3[CH:25]=[CH:24][C:23]([Cl:26])=[CH:22][CH:21]=3)[O:19][CH2:18][CH2:17][O:16]2)=[CH:11][C:10]=1[C:27]([C:29]1[CH:34]=[CH:33][CH:32]=[C:31]([CH3:35])[CH:30]=1)=[O:28]. Product: [Cl:26][C:23]1[CH:22]=[CH:21][C:20]([C:15]2([C:12]3[CH:13]=[CH:14][C:9]([NH:8][C:1](=[O:3])[CH3:2])=[C:10]([C:27](=[O:28])[C:29]4[CH:34]=[CH:33][CH:32]=[C:31]([CH3:35])[CH:30]=4)[CH:11]=3)[O:19][CH2:18][CH2:17][O:16]2)=[CH:25][CH:24]=1. The catalyst class is: 11. (4) Reactant: [NH2:1][C@H:2]([C:10]([OH:12])=[O:11])[CH2:3][CH2:4][CH2:5][NH:6][C:7](=[NH:9])[NH2:8].[C:13](Cl)(=[O:27])[CH2:14][CH2:15][CH2:16][CH2:17][CH2:18][CH2:19][CH2:20][CH2:21][CH2:22][CH2:23][CH2:24][CH2:25][CH3:26].[OH-].[Na+].Cl. Product: [C:13]([NH:1][C@H:2]([C:10]([OH:12])=[O:11])[CH2:3][CH2:4][CH2:5][NH:6][C:7](=[NH:8])[NH2:9])(=[O:27])[CH2:14][CH2:15][CH2:16][CH2:17][CH2:18][CH2:19][CH2:20][CH2:21][CH2:22][CH2:23][CH2:24][CH2:25][CH3:26]. The catalyst class is: 657. (5) Reactant: Cl[CH2:2][C:3]1[CH:4]=[C:5]2[C:10](=[C:11]([S:13]([CH3:16])(=[O:15])=[O:14])[CH:12]=1)[N:9]=[CH:8][C:7]([CH3:17])=[CH:6]2.C[Sn](C)(C)[C:20]1[CH:21]=[C:22]([CH:27]=[CH:28][N:29]=1)[C:23]([O:25][CH3:26])=[O:24]. Product: [CH3:17][C:7]1[CH:8]=[N:9][C:10]2[C:5]([CH:6]=1)=[CH:4][C:3]([CH2:2][C:20]1[CH:21]=[C:22]([CH:27]=[CH:28][N:29]=1)[C:23]([O:25][CH3:26])=[O:24])=[CH:12][C:11]=2[S:13]([CH3:16])(=[O:15])=[O:14]. The catalyst class is: 184.